Task: Predict which catalyst facilitates the given reaction.. Dataset: Catalyst prediction with 721,799 reactions and 888 catalyst types from USPTO Reactant: [C:1]([C:5]1[CH:6]=[C:7]([NH:13]C(=O)OC(C)(C)C)[CH:8]=[C:9]([C:11]#[N:12])[CH:10]=1)([CH3:4])([CH3:3])[CH3:2]. Product: [NH2:13][C:7]1[CH:8]=[C:9]([CH:10]=[C:5]([C:1]([CH3:4])([CH3:3])[CH3:2])[CH:6]=1)[C:11]#[N:12]. The catalyst class is: 89.